From a dataset of Reaction yield outcomes from USPTO patents with 853,638 reactions. Predict the reaction yield, written as a fraction of the theoretical maximum amount of product (1.0 means a 100% yield; for example, 0.34 means a 34% yield). (1) The reactants are [CH:1]1([C:7]([C:9]2[N:13]([CH3:14])[C:12]([S:15](Cl)(=[O:17])=[O:16])=[CH:11][CH:10]=2)=[O:8])[CH2:6][CH2:5][CH2:4][CH2:3][CH2:2]1.[NH3:19].Cl. The catalyst is C(Cl)Cl. The product is [CH:1]1([C:7]([C:9]2[N:13]([CH3:14])[C:12]([S:15]([NH2:19])(=[O:17])=[O:16])=[CH:11][CH:10]=2)=[O:8])[CH2:6][CH2:5][CH2:4][CH2:3][CH2:2]1. The yield is 0.690. (2) The reactants are [Cl:1][C:2]1[C:7]2=[N:8][O:9][N:10]=[C:6]2[C:5]([N+:11]([O-])=O)=[CH:4][CH:3]=1. The yield is 0.940. The catalyst is CC(O)=O.CCOC(C)=O.O.[Fe]. The product is [NH2:11][C:5]1[C:6]2[C:7](=[N:8][O:9][N:10]=2)[C:2]([Cl:1])=[CH:3][CH:4]=1.